This data is from Reaction yield outcomes from USPTO patents with 853,638 reactions. The task is: Predict the reaction yield, written as a fraction of the theoretical maximum amount of product (1.0 means a 100% yield; for example, 0.34 means a 34% yield). (1) The reactants are [Br:1][C:2]1[CH:7]=[CH:6][C:5]([C@H:8]([NH2:10])[CH3:9])=[CH:4][CH:3]=1.[CH3:11][S:12](Cl)(=[O:14])=[O:13].N1C=CC=CC=1. The catalyst is C(Cl)Cl. The product is [Br:1][C:2]1[CH:7]=[CH:6][C:5]([CH:8]([NH:10][S:12]([CH3:11])(=[O:14])=[O:13])[CH3:9])=[CH:4][CH:3]=1. The yield is 0.580. (2) The reactants are [Cl:1][C:2]1[CH:7]=[C:6]([N:8]([CH3:10])[CH3:9])[C:5]([F:11])=[CH:4][C:3]=1[C:12]1[CH:17]=[CH:16][N:15]=[C:14]([NH:18][CH:19]([CH2:22][O:23][CH3:24])[CH2:20][CH3:21])[C:13]=1[N+:25]([O-])=O.Cl[Sn]Cl.O. No catalyst specified. The product is [Cl:1][C:2]1[CH:7]=[C:6]([N:8]([CH3:9])[CH3:10])[C:5]([F:11])=[CH:4][C:3]=1[C:12]1[CH:17]=[CH:16][N:15]=[C:14]([NH:18][CH:19]([CH2:22][O:23][CH3:24])[CH2:20][CH3:21])[C:13]=1[NH2:25]. The yield is 1.00. (3) The reactants are [CH3:1][O:2][C:3](=[O:28])[CH:4]([NH2:27])[CH2:5][NH:6][C:7]([N:9]1[CH2:26][CH2:25][C:12]2([N:16]([C:17]3[CH:22]=[CH:21][CH:20]=[CH:19][CH:18]=3)[CH2:15][N:14]([CH3:23])[C:13]2=[O:24])[CH2:11][CH2:10]1)=[O:8].[C:29]([N:32]1[C@H:36]([C:37](O)=[O:38])[CH2:35][S:34][CH2:33]1)(=[O:31])[CH3:30].CN([P+](ON1N=NC2C=CC=CC1=2)(N(C)C)N(C)C)C.F[P-](F)(F)(F)(F)F.C(N(CC)C(C)C)(C)C. The catalyst is ClCCl. The product is [CH3:1][O:2][C:3](=[O:28])[CH:4]([NH:27][C:37]([C@@H:36]1[CH2:35][S:34][CH2:33][N:32]1[C:29](=[O:31])[CH3:30])=[O:38])[CH2:5][NH:6][C:7]([N:9]1[CH2:10][CH2:11][C:12]2([N:16]([C:17]3[CH:22]=[CH:21][CH:20]=[CH:19][CH:18]=3)[CH2:15][N:14]([CH3:23])[C:13]2=[O:24])[CH2:25][CH2:26]1)=[O:8]. The yield is 0.730. (4) The reactants are [CH:1]1([CH2:7][CH2:8][CH2:9][CH2:10][C:11]([OH:13])=O)[CH2:6][CH2:5][CH2:4][CH2:3][CH2:2]1.[NH2:14][C@@H:15]1[C@H:19]2[O:20][CH2:21][C@H:22]([NH:23][C:24]([CH:26]3[CH2:28][CH2:27]3)=[O:25])[C@H:18]2[O:17][CH2:16]1. No catalyst specified. The product is [CH:1]1([CH2:7][CH2:8][CH2:9][CH2:10][C:11]([NH:14][C@@H:15]2[C@H:19]3[O:20][CH2:21][C@H:22]([NH:23][C:24]([CH:26]4[CH2:27][CH2:28]4)=[O:25])[C@H:18]3[O:17][CH2:16]2)=[O:13])[CH2:2][CH2:3][CH2:4][CH2:5][CH2:6]1. The yield is 0.532. (5) The reactants are Br[C:2]1[CH:9]=[CH:8][C:5]([C:6]#[N:7])=[CH:4][CH:3]=1.[CH2:10]([NH2:16])[CH2:11][CH2:12][CH2:13][CH2:14][CH3:15]. No catalyst specified. The product is [CH2:10]([NH:16][C:2]1[CH:9]=[CH:8][C:5]([C:6]#[N:7])=[CH:4][CH:3]=1)[CH2:11][CH2:12][CH2:13][CH2:14][CH3:15]. The yield is 0.720. (6) The reactants are [OH-].[Na+].[Br:3][C:4]1[N:5]=[C:6]([C@H:15]2[CH2:20][CH2:19][C@H:18]([C:21]([O:23]C)=[O:22])[CH2:17][CH2:16]2)[O:7][C:8]=1[C:9]1[CH:14]=[CH:13][CH:12]=[CH:11][CH:10]=1. The catalyst is C([O-])(O)=O.[Na+]. The product is [Br:3][C:4]1[N:5]=[C:6]([C@H:15]2[CH2:16][CH2:17][C@H:18]([C:21]([OH:23])=[O:22])[CH2:19][CH2:20]2)[O:7][C:8]=1[C:9]1[CH:14]=[CH:13][CH:12]=[CH:11][CH:10]=1. The yield is 0.890.